From a dataset of Catalyst prediction with 721,799 reactions and 888 catalyst types from USPTO. Predict which catalyst facilitates the given reaction. Reactant: Cl.[Cl:2][C:3]1[NH:7][C:6]([C:8]2[CH:13]=[CH:12][C:11]([NH:14][C:15](=[O:60])[C@@H:16]([NH:42][C:43]([C@H:45]3[CH2:50][CH2:49][C@H:48]([CH2:51][NH:52]C(=O)OC(C)(C)C)[CH2:47][CH2:46]3)=[O:44])[CH2:17][C:18]3[CH:19]=[C:20]([C:24]4[CH:29]=[CH:28][CH:27]=[C:26]([C:30](=[O:41])[NH:31][CH:32]5[CH2:37][CH2:36][N:35]([CH:38]([CH3:40])[CH3:39])[CH2:34][CH2:33]5)[CH:25]=4)[CH:21]=[CH:22][CH:23]=3)=[CH:10][CH:9]=2)=[N:5][N:4]=1.C(#N)C. The catalyst class is: 12. Product: [ClH:2].[NH2:52][CH2:51][C@H:48]1[CH2:49][CH2:50][C@H:45]([C:43]([NH:42][C@H:16]([C:15]([NH:14][C:11]2[CH:10]=[CH:9][C:8]([C:6]3[NH:7][C:3]([Cl:2])=[N:4][N:5]=3)=[CH:13][CH:12]=2)=[O:60])[CH2:17][C:18]2[CH:19]=[C:20]([C:24]3[CH:29]=[CH:28][CH:27]=[C:26]([C:30]([NH:31][CH:32]4[CH2:33][CH2:34][N:35]([CH:38]([CH3:40])[CH3:39])[CH2:36][CH2:37]4)=[O:41])[CH:25]=3)[CH:21]=[CH:22][CH:23]=2)=[O:44])[CH2:46][CH2:47]1.